Dataset: Reaction yield outcomes from USPTO patents with 853,638 reactions. Task: Predict the reaction yield, written as a fraction of the theoretical maximum amount of product (1.0 means a 100% yield; for example, 0.34 means a 34% yield). (1) The reactants are [CH3:1][CH2:2][Mg+].[Br-].CON(C)[C:8]([C:10]1[CH:11]=[C:12]2[C:16](=[CH:17][CH:18]=1)[NH:15][N:14]=[CH:13]2)=[O:9]. The catalyst is C1COCC1. The product is [NH:15]1[C:16]2[C:12](=[CH:11][C:10]([C:8](=[O:9])[CH2:2][CH3:1])=[CH:18][CH:17]=2)[CH:13]=[N:14]1. The yield is 0.950. (2) The reactants are [O:1]=[S:2]1(=[O:27])[C:6]2[CH:7]=[C:8]([S:11]([N:14]3[C:18]([C:19]4[CH:24]=[CH:23][CH:22]=[CH:21][CH:20]=4)=[CH:17][C:16]([CH:25]=O)=[CH:15]3)(=[O:13])=[O:12])[CH:9]=[CH:10][C:5]=2[CH2:4][CH2:3]1.CO.[CH3:30][NH2:31].[BH4-].[Na+]. No catalyst specified. The product is [O:1]=[S:2]1(=[O:27])[C:6]2[CH:7]=[C:8]([S:11]([N:14]3[C:18]([C:19]4[CH:24]=[CH:23][CH:22]=[CH:21][CH:20]=4)=[CH:17][C:16]([CH2:25][NH:31][CH3:30])=[CH:15]3)(=[O:13])=[O:12])[CH:9]=[CH:10][C:5]=2[CH2:4][CH2:3]1. The yield is 0.650. (3) The reactants are C1(P(C2C=CC=CC=2)C2C=CC=CC=2)C=CC=CC=1.[Cl:20][C:21]1[CH:26]=[CH:25][CH:24]=[CH:23][C:22]=1[CH:27]([OH:29])[CH3:28].N(C(OCC)=O)=NC(OCC)=O.[CH3:42][O:43][C:44]([C:46]1[S:47][C:48]([N:52]2[CH:56]=[N:55][C:54]([NH:57][C:58]3[CH:63]=[CH:62][CH:61]=[CH:60][CH:59]=3)=[N:53]2)=[CH:49][C:50]=1O)=[O:45]. The catalyst is C1COCC1.CN(C=O)C. The product is [CH3:42][O:43][C:44]([C:46]1[S:47][C:48]([N:52]2[CH:56]=[N:55][C:54]([NH:57][C:58]3[CH:63]=[CH:62][CH:61]=[CH:60][CH:59]=3)=[N:53]2)=[CH:49][C:50]=1[O:29][CH:27]([C:22]1[CH:23]=[CH:24][CH:25]=[CH:26][C:21]=1[Cl:20])[CH3:28])=[O:45]. The yield is 0.730. (4) The reactants are [C:1]([O:5][C:6]([N:8]1[CH2:12][C@H:11]([F:13])[CH2:10][C@H:9]1[C:14]([OH:16])=[O:15])=[O:7])([CH3:4])([CH3:3])[CH3:2].[C:17](=O)([O-])[O-].[K+].[K+].CI. The catalyst is C1COCC1. The product is [F:13][C@H:11]1[CH2:12][N:8]([C:6]([O:5][C:1]([CH3:4])([CH3:2])[CH3:3])=[O:7])[C@H:9]([C:14]([O:16][CH3:17])=[O:15])[CH2:10]1. The yield is 0.380. (5) The reactants are [NH2:1][C:2]1[CH:16]=[CH:15][CH:14]=[CH:13][C:3]=1[C:4]([NH:6][C:7]1[CH:12]=[CH:11][CH:10]=[CH:9][CH:8]=1)=[O:5].[CH2:17](OC(OCC)(OCC)C)[CH3:18]. The catalyst is O. The product is [CH3:17][C:18]1[N:6]([C:7]2[CH:12]=[CH:11][CH:10]=[CH:9][CH:8]=2)[C:4](=[O:5])[C:3]2[C:2](=[CH:16][CH:15]=[CH:14][CH:13]=2)[N:1]=1. The yield is 0.820. (6) The reactants are [Cl:1][C:2]1[N:3]=[C:4]([Cl:19])[C:5]2[CH:10]=[CH:9][N:8]([CH2:11][O:12][CH2:13][CH2:14][Si:15]([CH3:18])([CH3:17])[CH3:16])[C:6]=2[N:7]=1.[Br:20]N1C(=O)CCC1=O. The catalyst is CN(C=O)C.CCCCCC. The product is [Br:20][C:10]1[C:5]2[C:4]([Cl:19])=[N:3][C:2]([Cl:1])=[N:7][C:6]=2[N:8]([CH2:11][O:12][CH2:13][CH2:14][Si:15]([CH3:16])([CH3:18])[CH3:17])[CH:9]=1. The yield is 0.610. (7) The reactants are [CH3:1][N:2]1[CH2:7][CH2:6][N:5]([CH:8]([C:12]2[C:21]3[C:16](=[CH:17][CH:18]=[CH:19][CH:20]=3)[CH:15]=[CH:14][CH:13]=2)[C:9](O)=[O:10])[CH2:4][CH2:3]1.CCN(C(C)C)C(C)C.CN(C(ON1N=NC2C=CC=CC1=2)=[N+](C)C)C.[B-](F)(F)(F)F.[Cl:53][C:54]1[CH:55]=[C:56]([CH:59]=[C:60]([Cl:62])[CH:61]=1)[CH2:57][NH2:58]. The catalyst is CN(C=O)C.CCOC(C)=O. The product is [Cl:53][C:54]1[CH:55]=[C:56]([CH2:57][NH:58][C:9](=[O:10])[CH:8]([N:5]2[CH2:4][CH2:3][N:2]([CH3:1])[CH2:7][CH2:6]2)[C:12]2[C:21]3[C:16](=[CH:17][CH:18]=[CH:19][CH:20]=3)[CH:15]=[CH:14][CH:13]=2)[CH:59]=[C:60]([Cl:62])[CH:61]=1. The yield is 0.460.